Dataset: Full USPTO retrosynthesis dataset with 1.9M reactions from patents (1976-2016). Task: Predict the reactants needed to synthesize the given product. (1) Given the product [N:10]1([C:5]2[CH:6]=[CH:7][CH:8]=[C:9]3[C:4]=2[CH:3]=[CH:2][NH:1]3)[CH2:17][CH2:16][NH:15][CH2:14][CH2:13]1, predict the reactants needed to synthesize it. The reactants are: [NH:1]1[C:9]2[C:4](=[C:5]([NH2:10])[CH:6]=[CH:7][CH:8]=2)[CH:3]=[CH:2]1.Cl.Cl[CH2:13][CH2:14][NH:15][CH2:16][CH2:17]Cl.C([O-])([O-])=O.[Na+].[Na+]. (2) Given the product [C:5]([CH2:30][CH2:31][O:37][C:33]([CH:34]=[CH2:35])=[O:36])([C:8]([C:11]([C:14]([C:17]([C:20]([C:23]([C:26]([F:29])([F:28])[F:27])([F:25])[F:24])([F:22])[F:21])([F:19])[F:18])([F:16])[F:15])([F:13])[F:12])([F:10])[F:9])([F:7])[F:6], predict the reactants needed to synthesize it. The reactants are: FF.C=C.[C:5]([CH2:30][CH2:31]I)([C:8]([C:11]([C:14]([C:17]([C:20]([C:23]([C:26]([F:29])([F:28])[F:27])([F:25])[F:24])([F:22])[F:21])([F:19])[F:18])([F:16])[F:15])([F:13])[F:12])([F:10])[F:9])([F:7])[F:6].[C:33]([OH:37])(=[O:36])[CH:34]=[CH2:35].C([O-])(=O)C=C.[K+]. (3) Given the product [CH3:40][N:41]1[C:45]([C:2]2[C:11]([CH3:12])=[C:10]3[C:5]([CH:6]=[CH:7][C:8]([C:13]4[N:17]5[CH:18]=[C:19]([C@@H:22]([N:27]6[CH2:31][CH2:30][C@H:29]([NH:32][C:33](=[O:39])[O:34][C:35]([CH3:36])([CH3:38])[CH3:37])[CH2:28]6)[C:23]([F:24])([F:25])[F:26])[CH:20]=[CH:21][C:16]5=[N:15][N:14]=4)=[N:9]3)=[CH:4][CH:3]=2)([CH3:55])[CH:44]=[CH:43][NH:42]1, predict the reactants needed to synthesize it. The reactants are: Br[C:2]1[C:11]([CH3:12])=[C:10]2[C:5]([CH:6]=[CH:7][C:8]([C:13]3[N:17]4[CH:18]=[C:19]([C@@H:22]([N:27]5[CH2:31][CH2:30][C@H:29]([NH:32][C:33](=[O:39])[O:34][C:35]([CH3:38])([CH3:37])[CH3:36])[CH2:28]5)[C:23]([F:26])([F:25])[F:24])[CH:20]=[CH:21][C:16]4=[N:15][N:14]=3)=[N:9]2)=[CH:4][CH:3]=1.[CH3:40][N:41]1[C:45]([CH3:55])(B2OC(C)(C)C(C)(C)O2)[CH:44]=[CH:43][NH:42]1. (4) Given the product [C:13]1([CH3:26])[CH:18]=[CH:17][CH:16]=[C:15]([O:19][CH2:20][C:21]([OH:23])=[O:22])[CH:14]=1, predict the reactants needed to synthesize it. The reactants are: C1(C)C=CC(OCC(O)=O)=CC=1.[C:13]1([CH3:26])[CH:18]=[CH:17][CH:16]=[C:15]([O:19][CH2:20][C:21]([O:23]CC)=[O:22])[CH:14]=1.[OH-].[Na+]. (5) Given the product [CH3:28][S:29]([O:19][CH2:18][CH2:17][C:14]1[CH:15]=[CH:16][C:8]2[NH:7][C:6]3[CH:20]=[C:2]([Cl:1])[CH:3]=[CH:4][C:5]=3[C:11](=[O:12])[NH:10][C:9]=2[CH:13]=1)(=[O:31])=[O:30], predict the reactants needed to synthesize it. The reactants are: [Cl:1][C:2]1[CH:3]=[CH:4][C:5]2[C:11](=[O:12])[NH:10][C:9]3[CH:13]=[C:14]([CH2:17][CH2:18][OH:19])[CH:15]=[CH:16][C:8]=3[NH:7][C:6]=2[CH:20]=1.C(N(CC)CC)C.[CH3:28][S:29](Cl)(=[O:31])=[O:30].